Predict the reactants needed to synthesize the given product. From a dataset of Full USPTO retrosynthesis dataset with 1.9M reactions from patents (1976-2016). Given the product [C:57]1([CH2:56][CH2:55][CH2:54][NH:53][C:50]2[CH:51]=[CH:52][C:47]([S:46][C:43]3[CH:42]=[CH:41][C:40]([CH2:39][C:38]([O:37][CH2:35][CH3:36])=[O:72])=[CH:45][CH:44]=3)=[CH:48][CH:49]=2)[CH:62]=[CH:61][CH:60]=[CH:59][CH:58]=1, predict the reactants needed to synthesize it. The reactants are: C1(CCC=O)C=CC=CC=1.NC1C=CC(SC2C=CC(CC(OCC)=O)=CC=2)=CC=1.C([BH3-])#N.[Na+].[CH2:35]([O:37][C:38](=[O:72])[CH2:39][C:40]1[CH:45]=[CH:44][C:43]([S:46][C:47]2[CH:52]=[CH:51][C:50]([N:53](CCCC3C=CC=CC=3)[CH2:54][CH2:55][CH2:56][C:57]3[CH:62]=[CH:61][CH:60]=[CH:59][CH:58]=3)=[CH:49][CH:48]=2)=[CH:42][CH:41]=1)[CH3:36].